This data is from Catalyst prediction with 721,799 reactions and 888 catalyst types from USPTO. The task is: Predict which catalyst facilitates the given reaction. (1) Product: [CH3:49][C:50]1([CH3:64])[O:54][CH:53]([CH2:55][N:11]2[C:10]([C:6]3[CH:7]=[CH:8][CH:9]=[C:4]([F:3])[CH:5]=3)=[C:18]3[C:13]([N:14]([CH3:22])[C:15](=[O:21])[N:16]([CH3:20])[C:17]3=[O:19])=[CH:12]2)[CH2:52][O:51]1. Reactant: [H-].[Na+].[F:3][C:4]1[CH:5]=[C:6]([C:10]2[NH:11][CH:12]=[C:13]3[C:18]=2[C:17](=[O:19])[N:16]([CH3:20])[C:15](=[O:21])[N:14]3[CH3:22])[CH:7]=[CH:8][CH:9]=1.C1OCCOC2C(=CC=CC=2)OCCOCCOC2C(=CC=CC=2)OC1.[CH3:49][C:50]1([CH3:64])[O:54][CH:53]([CH2:55]OS(C(F)(F)F)(=O)=O)[CH2:52][O:51]1. The catalyst class is: 3. (2) Reactant: [C:1]([NH:4][C:5]1[S:6][CH:7]=[C:8]([CH2:10][CH2:11][C:12]2[CH:17]=[CH:16][C:15]([CH2:18][C:19]([OH:21])=O)=[CH:14][CH:13]=2)[N:9]=1)(=[O:3])[CH3:2].[C:22](Cl)(=O)C(Cl)=O.C[Si](C=[N+]=[N-])(C)C.[BrH:35].C(=O)([O-])O.[Na+]. Product: [Br:35][CH2:22][C:19](=[O:21])[CH2:18][C:15]1[CH:14]=[CH:13][C:12]([CH2:11][CH2:10][C:8]2[N:9]=[C:5]([NH:4][C:1](=[O:3])[CH3:2])[S:6][CH:7]=2)=[CH:17][CH:16]=1. The catalyst class is: 120. (3) Reactant: Br[C:2]1[CH:3]=[C:4]2[C:10]([C:11]([C:13]3[C:14]([F:27])=[C:15]([NH:20][S:21]([CH2:24][CH2:25][CH3:26])(=[O:23])=[O:22])[CH:16]=[CH:17][C:18]=3[F:19])=[O:12])=[CH:9][NH:8][C:5]2=[N:6][CH:7]=1.[CH3:28][O:29][C:30]1[N:35]=[CH:34][C:33](B(O)O)=[CH:32][N:31]=1.C(#N)C.C(=O)([O-])[O-].[K+].[K+]. Product: [F:27][C:14]1[C:13]([C:11]([C:10]2[C:4]3[C:5](=[N:6][CH:7]=[C:2]([C:33]4[CH:32]=[N:31][C:30]([O:29][CH3:28])=[N:35][CH:34]=4)[CH:3]=3)[NH:8][CH:9]=2)=[O:12])=[C:18]([F:19])[CH:17]=[CH:16][C:15]=1[NH:20][S:21]([CH2:24][CH2:25][CH3:26])(=[O:23])=[O:22]. The catalyst class is: 15.